Dataset: NCI-60 drug combinations with 297,098 pairs across 59 cell lines. Task: Regression. Given two drug SMILES strings and cell line genomic features, predict the synergy score measuring deviation from expected non-interaction effect. (1) Drug 1: CC12CCC3C(C1CCC2=O)CC(=C)C4=CC(=O)C=CC34C. Drug 2: C(CN)CNCCSP(=O)(O)O. Cell line: MOLT-4. Synergy scores: CSS=0.245, Synergy_ZIP=-15.2, Synergy_Bliss=-29.8, Synergy_Loewe=-40.3, Synergy_HSA=-31.0. (2) Drug 1: C1C(C(OC1N2C=NC3=C(N=C(N=C32)Cl)N)CO)O. Drug 2: C1=CC=C(C=C1)NC(=O)CCCCCCC(=O)NO. Cell line: HCC-2998. Synergy scores: CSS=66.4, Synergy_ZIP=-0.714, Synergy_Bliss=-0.292, Synergy_Loewe=-6.12, Synergy_HSA=3.31. (3) Drug 1: CN1CCC(CC1)COC2=C(C=C3C(=C2)N=CN=C3NC4=C(C=C(C=C4)Br)F)OC. Drug 2: CCC1=CC2CC(C3=C(CN(C2)C1)C4=CC=CC=C4N3)(C5=C(C=C6C(=C5)C78CCN9C7C(C=CC9)(C(C(C8N6C)(C(=O)OC)O)OC(=O)C)CC)OC)C(=O)OC.C(C(C(=O)O)O)(C(=O)O)O. Cell line: SR. Synergy scores: CSS=92.8, Synergy_ZIP=24.8, Synergy_Bliss=24.4, Synergy_Loewe=-1.09, Synergy_HSA=24.4. (4) Drug 1: CC1=CC2C(CCC3(C2CCC3(C(=O)C)OC(=O)C)C)C4(C1=CC(=O)CC4)C. Drug 2: CCC1(CC2CC(C3=C(CCN(C2)C1)C4=CC=CC=C4N3)(C5=C(C=C6C(=C5)C78CCN9C7C(C=CC9)(C(C(C8N6C=O)(C(=O)OC)O)OC(=O)C)CC)OC)C(=O)OC)O.OS(=O)(=O)O. Cell line: NCI-H226. Synergy scores: CSS=15.9, Synergy_ZIP=10.7, Synergy_Bliss=16.2, Synergy_Loewe=6.99, Synergy_HSA=10.8.